From a dataset of Catalyst prediction with 721,799 reactions and 888 catalyst types from USPTO. Predict which catalyst facilitates the given reaction. Reactant: C([O:3][C:4](=[O:20])[C:5]([C:8]1[CH:13]=[CH:12][C:11]([C:14]2[CH:19]=[CH:18][CH:17]=[CH:16][CH:15]=2)=[CH:10][CH:9]=1)([F:7])[F:6])C.C([O-])([O-])=O.[K+].[K+].Cl. Product: [C:11]1([C:14]2[CH:15]=[CH:16][CH:17]=[CH:18][CH:19]=2)[CH:12]=[CH:13][C:8]([C:5]([F:6])([F:7])[C:4]([OH:20])=[O:3])=[CH:9][CH:10]=1. The catalyst class is: 3.